Predict the reactants needed to synthesize the given product. From a dataset of Full USPTO retrosynthesis dataset with 1.9M reactions from patents (1976-2016). (1) Given the product [Cl:16][C:6]1[C:5]2[C:10](=[CH:11][C:2]([I:1])=[CH:3][CH:4]=2)[N:9]=[C:8]([CH3:13])[CH:7]=1, predict the reactants needed to synthesize it. The reactants are: [I:1][C:2]1[CH:11]=[C:10]2[C:5]([CH:6]=[CH:7][C:8]([CH3:13])=[N+:9]2[O-])=[CH:4][CH:3]=1.O=P(Cl)(Cl)[Cl:16].O.N. (2) Given the product [CH2:32]([O:31][C:29]([CH2:28][CH2:11][CH2:12][CH:13]1[CH2:14][CH2:15][N:16]([C:19]([O:21][C:22]([CH3:23])([CH3:24])[CH3:25])=[O:20])[CH2:17][CH2:18]1)=[O:30])[CH3:33], predict the reactants needed to synthesize it. The reactants are: C1(C)C=CC(S(O[CH2:11][CH2:12][CH:13]2[CH2:18][CH2:17][N:16]([C:19]([O:21][C:22]([CH3:25])([CH3:24])[CH3:23])=[O:20])[CH2:15][CH2:14]2)(=O)=O)=CC=1.C(OCC)(=O)[CH2:28][C:29]([O:31][CH2:32][CH3:33])=[O:30].[O-]CC.[Na+].[Cl-].[NH4+].[Cl-].[Li+].O. (3) The reactants are: [C:1]1([CH3:14])[CH:6]=[CH:5][C:4]([O:7][CH:8]2[CH2:13][CH2:12][NH:11][CH2:10][CH2:9]2)=[CH:3][CH:2]=1.[CH3:15][C@@H:16]1[CH2:20][O:19][C:18](=[O:21])[N:17]1[C:22]1[CH:30]=[CH:29][C:25]([C:26](O)=[O:27])=[CH:24][CH:23]=1. Given the product [CH3:15][C@@H:16]1[CH2:20][O:19][C:18](=[O:21])[N:17]1[C:22]1[CH:30]=[CH:29][C:25]([C:26]([N:11]2[CH2:12][CH2:13][CH:8]([O:7][C:4]3[CH:3]=[CH:2][C:1]([CH3:14])=[CH:6][CH:5]=3)[CH2:9][CH2:10]2)=[O:27])=[CH:24][CH:23]=1, predict the reactants needed to synthesize it.